This data is from Full USPTO retrosynthesis dataset with 1.9M reactions from patents (1976-2016). The task is: Predict the reactants needed to synthesize the given product. (1) The reactants are: [CH3:1][N:2]1[CH:7]=[C:6]([C:8](=O)[CH2:9][C@H:10]([C:18]2[CH:23]=[CH:22][C:21]([S:24]([CH3:27])(=[O:26])=[O:25])=[CH:20][CH:19]=2)[C:11]2[CH:16]=[CH:15][CH:14]=[CH:13][C:12]=2[CH3:17])[CH:5]=[CH:4][C:3]1=[O:29].Cl.[NH2:31][OH:32].C(=O)([O-])O.[Na+]. Given the product [OH:32]/[N:31]=[C:8](/[C:6]1[CH:5]=[CH:4][C:3](=[O:29])[N:2]([CH3:1])[CH:7]=1)\[CH2:9][C@@H:10]([C:18]1[CH:19]=[CH:20][C:21]([S:24]([CH3:27])(=[O:26])=[O:25])=[CH:22][CH:23]=1)[C:11]1[CH:16]=[CH:15][CH:14]=[CH:13][C:12]=1[CH3:17], predict the reactants needed to synthesize it. (2) Given the product [CH:1]([C:4]1[CH:5]=[CH:6][C:7]2[O:11][C:10]([S:12]([NH:18][C:19]3[CH:20]=[C:21]([CH:25]=[CH:26][CH:27]=3)[C:22]([OH:24])=[O:23])(=[O:14])=[O:13])=[C:9]([CH3:16])[C:8]=2[CH:17]=1)([CH3:3])[CH3:2], predict the reactants needed to synthesize it. The reactants are: [CH:1]([C:4]1[CH:5]=[CH:6][C:7]2[O:11][C:10]([S:12](Cl)(=[O:14])=[O:13])=[C:9]([CH3:16])[C:8]=2[CH:17]=1)([CH3:3])[CH3:2].[NH2:18][C:19]1[CH:20]=[C:21]([CH:25]=[CH:26][CH:27]=1)[C:22]([OH:24])=[O:23].